Dataset: TCR-epitope binding with 47,182 pairs between 192 epitopes and 23,139 TCRs. Task: Binary Classification. Given a T-cell receptor sequence (or CDR3 region) and an epitope sequence, predict whether binding occurs between them. (1) The TCR CDR3 sequence is CASSLGGGDYEQYF. Result: 0 (the TCR does not bind to the epitope). The epitope is YLDAYNMMI. (2) The epitope is LLFNKVTLA. The TCR CDR3 sequence is CASSLDGGLLEQYF. Result: 0 (the TCR does not bind to the epitope). (3) The epitope is KPLEFGATSAAL. The TCR CDR3 sequence is CASSLAGDVSEQYF. Result: 1 (the TCR binds to the epitope). (4) The epitope is IPRRNVATL. The TCR CDR3 sequence is CASSPQGRYEQYF. Result: 1 (the TCR binds to the epitope). (5) The epitope is RPPIFIRRL. The TCR CDR3 sequence is CASSVGSTEAFF. Result: 0 (the TCR does not bind to the epitope).